The task is: Predict the product of the given reaction.. This data is from Forward reaction prediction with 1.9M reactions from USPTO patents (1976-2016). (1) Given the reactants [CH3:1][C@H:2]([NH:9][C:10]([NH:12][C:13]1[N:28]=[C:16]2[N:17]=[CH:18][CH:19]=[C:20]([C:21]3[CH:26]=[CH:25][C:24]([OH:27])=[CH:23][CH:22]=3)[N:15]2[N:14]=1)=[O:11])[CH2:3][CH2:4][CH2:5][CH:6]([CH3:8])[CH3:7].[N:29]1([CH2:35][CH2:36]O)[CH2:34][CH2:33][O:32][CH2:31][CH2:30]1.C1(P(C2C=CC=CC=2)C2C=CC=CC=2)C=CC=CC=1.N(C(OCC)=O)=NC(OCC)=O.[ClH:69], predict the reaction product. The product is: [ClH:69].[CH3:1][C@H:2]([NH:9][C:10]([NH:12][C:13]1[N:28]=[C:16]2[N:17]=[CH:18][CH:19]=[C:20]([C:21]3[CH:22]=[CH:23][C:24]([O:27][CH2:36][CH2:35][N:29]4[CH2:34][CH2:33][O:32][CH2:31][CH2:30]4)=[CH:25][CH:26]=3)[N:15]2[N:14]=1)=[O:11])[CH2:3][CH2:4][CH2:5][CH:6]([CH3:7])[CH3:8]. (2) Given the reactants [NH2:1][CH:2]([CH3:5])[CH2:3][OH:4].[CH2:6]=[C:7]1[O:11][C:9](=[O:10])[CH2:8]1, predict the reaction product. The product is: [OH:4][CH2:3][CH:2]([NH:1][C:9](=[O:10])[CH2:8][C:7](=[O:11])[CH3:6])[CH3:5]. (3) Given the reactants [C:1]([N:4]1[CH2:9][CH2:8][N:7]([C:10]2[CH:15]=[CH:14][C:13]([NH:16][C:17]3[N:18]=[C:19]([N:36]4[CH2:41][CH2:40][CH2:39][CH:38]([C:42]([NH2:44])=[O:43])[CH2:37]4)[C:20]4[CH:25]=[CH:24][N:23](S(C5C=CC(C)=CC=5)(=O)=O)[C:21]=4[N:22]=3)=[CH:12][CH:11]=2)[CH2:6][CH2:5]1)(=[O:3])[CH3:2].[OH-].[K+], predict the reaction product. The product is: [N:7]1([C:10]2[CH:15]=[CH:14][C:13]([NH:16][C:17]3[N:18]=[C:19]([N:36]4[CH2:41][CH2:40][CH2:39][CH:38]([C:42]([NH2:44])=[O:43])[CH2:37]4)[C:20]4[CH:25]=[CH:24][NH:23][C:21]=4[N:22]=3)=[CH:12][CH:11]=2)[CH2:6][CH2:5][NH:4][CH2:9][CH2:8]1.[C:1]([N:4]1[CH2:5][CH2:6][N:7]([C:10]2[CH:15]=[CH:14][C:13]([NH:16][C:17]3[N:18]=[C:19]([N:36]4[CH2:41][CH2:40][CH2:39][CH:38]([C:42]([NH2:44])=[O:43])[CH2:37]4)[C:20]4[CH:25]=[CH:24][NH:23][C:21]=4[N:22]=3)=[CH:12][CH:11]=2)[CH2:8][CH2:9]1)(=[O:3])[CH3:2]. (4) Given the reactants [NH:1]1[C:5]2[CH:6]=[CH:7][CH:8]=[CH:9][C:4]=2[N:3]=[C:2]1[NH:10][CH2:11][CH:12]1[CH2:17][CH2:16][NH:15][CH2:14][CH2:13]1.[I-].[CH3:19][O:20][C:21]1[CH:29]=[C:28]2[C:24]([C:25]([CH2:31][N+](C)(C)C)=[CH:26][N:27]2[CH3:30])=[CH:23][CH:22]=1.C(=O)([O-])[O-].[K+].[K+], predict the reaction product. The product is: [NH:1]1[C:5]2[CH:6]=[CH:7][CH:8]=[CH:9][C:4]=2[N:3]=[C:2]1[NH:10][CH2:11][CH:12]1[CH2:17][CH2:16][N:15]([CH2:31][C:25]2[C:24]3[C:28](=[CH:29][C:21]([O:20][CH3:19])=[CH:22][CH:23]=3)[N:27]([CH3:30])[CH:26]=2)[CH2:14][CH2:13]1. (5) Given the reactants [N:1]1[C:10]2[C:5](=[CH:6][CH:7]=[CH:8][CH:9]=2)[CH:4]=[CH:3][C:2]=1[CH2:11][O:12][C:13]1[CH:18]=[CH:17][C:16]([CH2:19][C:20]([O:22][C:23]2([C:26]([O:28]C)=O)[CH2:25][CH2:24]2)=[O:21])=[CH:15][CH:14]=1.CN(C=O)C, predict the reaction product. The product is: [OH:28][C:26]1[C:23]2([CH2:25][CH2:24]2)[O:22][C:20](=[O:21])[C:19]=1[C:16]1[CH:15]=[CH:14][C:13]([O:12][CH2:11][C:2]2[CH:3]=[CH:4][C:5]3[C:10](=[CH:9][CH:8]=[CH:7][CH:6]=3)[N:1]=2)=[CH:18][CH:17]=1. (6) Given the reactants [CH3:1][O:2][C:3]1[CH:8]=[CH:7][C:6]([C:9]2[N:10]([CH2:21][CH2:22][CH2:23][NH:24]C(=O)OC(C)(C)C)[C:11](=[N:14][C:15]3[CH:20]=[CH:19][CH:18]=[CH:17][CH:16]=3)[S:12][CH:13]=2)=[CH:5][CH:4]=1.Cl, predict the reaction product. The product is: [NH2:24][CH2:23][CH2:22][CH2:21][N:10]1[C:9]([C:6]2[CH:7]=[CH:8][C:3]([O:2][CH3:1])=[CH:4][CH:5]=2)=[CH:13][S:12][C:11]1=[N:14][C:15]1[CH:20]=[CH:19][CH:18]=[CH:17][CH:16]=1.